This data is from Orexin1 receptor HTS with 218,158 compounds and 233 confirmed actives. The task is: Binary Classification. Given a drug SMILES string, predict its activity (active/inactive) in a high-throughput screening assay against a specified biological target. (1) The compound is Brc1cc(C(=O)N\N=C\c2cc(c(OC)cc2)CSc2ncccc2)ccc1. The result is 0 (inactive). (2) The drug is O=C(N(c1c(n(CCCC)c(=O)[nH]c1=O)N)CCOC)c1cc2c(C(=O)N(C2=O)c2c(cccc2)C)cc1. The result is 0 (inactive). (3) The compound is s1c2c(CCCCC2)c2c1ncn(c2=N)Cc1occc1. The result is 0 (inactive).